From a dataset of Peptide-MHC class II binding affinity with 134,281 pairs from IEDB. Regression. Given a peptide amino acid sequence and an MHC pseudo amino acid sequence, predict their binding affinity value. This is MHC class II binding data. (1) The peptide sequence is LIGFGLRTLWSPRER. The MHC is DRB1_0301 with pseudo-sequence DRB1_0301. The binding affinity (normalized) is 0.661. (2) The peptide sequence is GMLPVCPLIPGSTTT. The MHC is DRB1_0301 with pseudo-sequence DRB1_0301. The binding affinity (normalized) is 0. (3) The peptide sequence is TCGFVDERGLYKSLK. The MHC is DRB1_1101 with pseudo-sequence DRB1_1101. The binding affinity (normalized) is 0.155. (4) The peptide sequence is PAEILRKSRRFAQALPVWAR. The MHC is DRB1_0401 with pseudo-sequence DRB1_0401. The binding affinity (normalized) is 0.694. (5) The peptide sequence is WCYGVENVRVAYGKC. The MHC is DRB1_0701 with pseudo-sequence DRB1_0701. The binding affinity (normalized) is 0.479. (6) The peptide sequence is LNVLSMCNKIKGSKI. The MHC is DRB1_0101 with pseudo-sequence DRB1_0101. The binding affinity (normalized) is 0.615. (7) The peptide sequence is VTMNDVKIEYSGTNN. The MHC is DRB1_1302 with pseudo-sequence DRB1_1302. The binding affinity (normalized) is 0.563. (8) The peptide sequence is CTNAKVTAKGVSEAN. The MHC is HLA-DPA10103-DPB10301 with pseudo-sequence HLA-DPA10103-DPB10301. The binding affinity (normalized) is 0.